This data is from Catalyst prediction with 721,799 reactions and 888 catalyst types from USPTO. The task is: Predict which catalyst facilitates the given reaction. (1) Reactant: [NH2:1][CH2:2][C@@H:3]([C:12]1[CH:21]=[CH:20][C:19]([O:22][CH2:23][C:24]2[CH:29]=[CH:28][CH:27]=[CH:26][CH:25]=2)=[C:18]2[C:13]=1[CH:14]=[CH:15][C:16](=[O:30])[NH:17]2)[O:4][Si:5]([C:8]([CH3:11])([CH3:10])[CH3:9])([CH3:7])[CH3:6].[CH:31]([C:33]1[CH:42]=[CH:41][C:36]([C:37]([O:39][CH3:40])=[O:38])=[CH:35][CH:34]=1)=O.S([O-])([O-])(=O)=O.[Mg+2].[BH4-].[Na+]. The catalyst class is: 2. Product: [CH2:23]([O:22][C:19]1[CH:20]=[CH:21][C:12]([C@@H:3]([O:4][Si:5]([C:8]([CH3:11])([CH3:10])[CH3:9])([CH3:7])[CH3:6])[CH2:2][NH:1][CH2:31][C:33]2[CH:42]=[CH:41][C:36]([C:37]([O:39][CH3:40])=[O:38])=[CH:35][CH:34]=2)=[C:13]2[C:18]=1[NH:17][C:16](=[O:30])[CH:15]=[CH:14]2)[C:24]1[CH:29]=[CH:28][CH:27]=[CH:26][CH:25]=1. (2) Reactant: Cl[CH2:2][C:3]1[N:7]([CH2:8][C:9]([O:11][CH2:12][CH3:13])=[O:10])[N:6]=[C:5]([N+:14]([O-:16])=[O:15])[CH:4]=1.[CH3:17][CH:18]([NH2:20])[CH3:19]. Product: [CH:18]([NH:20][CH2:2][C:3]1[N:7]([CH2:8][C:9]([O:11][CH2:12][CH3:13])=[O:10])[N:6]=[C:5]([N+:14]([O-:16])=[O:15])[CH:4]=1)([CH3:19])[CH3:17]. The catalyst class is: 4. (3) Reactant: [H-].[H-].[H-].[H-].[Li+].[Al+3].[NH2:7][C:8]1[CH:24]=[CH:23][C:11]2[N:12]([CH2:18][CH2:19][N:20]([CH3:22])[CH3:21])[C:13](=O)[CH2:14][CH2:15][CH2:16][C:10]=2[CH:9]=1.[OH-].[Na+].[O-]S([O-])(=O)=O.[Na+].[Na+]. Product: [CH3:21][N:20]([CH3:22])[CH2:19][CH2:18][N:12]1[CH2:13][CH2:14][CH2:15][CH2:16][C:10]2[CH:9]=[C:8]([NH2:7])[CH:24]=[CH:23][C:11]1=2. The catalyst class is: 1. (4) Reactant: [F:1][C:2]1[CH:30]=[CH:29][CH:28]=[C:27]([F:31])[C:3]=1[C:4]([NH:6][C:7]1[C:8]([C:12]2[NH:16][C:15]3[CH:17]=[C:18]([O:24][CH2:25][CH3:26])[C:19]([C:21](O)=[O:22])=[CH:20][C:14]=3[N:13]=2)=[N:9][NH:10][CH:11]=1)=[O:5].[NH:32]1[CH2:37][CH2:36][O:35][CH2:34][CH2:33]1.C(Cl)CCl.C1C=CC2N(O)N=NC=2C=1. Product: [CH2:25]([O:24][C:18]1[C:19]([C:21]([N:32]2[CH2:37][CH2:36][O:35][CH2:34][CH2:33]2)=[O:22])=[CH:20][C:14]2[N:13]=[C:12]([C:8]3[C:7]([NH:6][C:4](=[O:5])[C:3]4[C:2]([F:1])=[CH:30][CH:29]=[CH:28][C:27]=4[F:31])=[CH:11][NH:10][N:9]=3)[NH:16][C:15]=2[CH:17]=1)[CH3:26]. The catalyst class is: 3. (5) The catalyst class is: 4. Product: [OH:6][C:7]1[CH:24]=[CH:23][C:10]([C:11]2[O:12][C:13]3[C:18]([C:19](=[O:21])[CH:20]=2)=[CH:17][CH:16]=[C:15]([OH:22])[CH:14]=3)=[CH:9][CH:8]=1. Reactant: B(Br)(Br)Br.C[O:6][C:7]1[CH:24]=[CH:23][C:10]([C:11]2[O:12][C:13]3[C:18]([C:19](=[O:21])[CH:20]=2)=[CH:17][CH:16]=[C:15]([OH:22])[CH:14]=3)=[CH:9][CH:8]=1.